From a dataset of Forward reaction prediction with 1.9M reactions from USPTO patents (1976-2016). Predict the product of the given reaction. (1) The product is: [CH3:6][O:7][C:8]1[CH:13]=[CH:12][CH:11]=[C:10]([O:14][CH3:15])[C:9]=1[CH:16]1[N:20]([CH2:21][C:22]2[CH:27]=[CH:26][C:25]([O:28][C:29]([F:30])([F:32])[F:31])=[CH:24][CH:23]=2)[C:19](=[O:33])[C:18](=[CH2:2])[CH2:17]1. Given the reactants [Li][CH2:2]CCC.[CH3:6][O:7][C:8]1[CH:13]=[CH:12][CH:11]=[C:10]([O:14][CH3:15])[C:9]=1[CH:16]1[N:20]([CH2:21][C:22]2[CH:27]=[CH:26][C:25]([O:28][C:29]([F:32])([F:31])[F:30])=[CH:24][CH:23]=2)[C:19](=[O:33])[C:18](=O)[CH2:17]1.[NH4+].[Cl-], predict the reaction product. (2) Given the reactants [N+:1]([C:4]1[CH:20]=[CH:19][C:7]([C:8]([NH:10][C:11]([CH2:14][C:15]([CH3:18])([CH3:17])[CH3:16])([CH3:13])[CH3:12])=[O:9])=[CH:6][CH:5]=1)([O-])=O.O.[H][H], predict the reaction product. The product is: [NH2:1][C:4]1[CH:20]=[CH:19][C:7]([C:8]([NH:10][C:11]([CH2:14][C:15]([CH3:18])([CH3:17])[CH3:16])([CH3:12])[CH3:13])=[O:9])=[CH:6][CH:5]=1. (3) Given the reactants Br[CH2:2][CH2:3][CH2:4][CH2:5][CH2:6][CH2:7][CH2:8][CH2:9][CH2:10][CH2:11][CH2:12][CH2:13][OH:14].[NH:15]1[CH2:20][CH2:19][O:18][CH2:17][CH2:16]1, predict the reaction product. The product is: [N:15]1([CH2:2][CH2:3][CH2:4][CH2:5][CH2:6][CH2:7][CH2:8][CH2:9][CH2:10][CH2:11][CH2:12][CH2:13][OH:14])[CH2:20][CH2:19][O:18][CH2:17][CH2:16]1. (4) Given the reactants C([O-])([O-])=O.[Na+].[Na+].Cl[C:8]1[C:9]2[C@H:16]([CH3:17])[CH2:15][CH2:14][C:10]=2[N:11]=[CH:12][N:13]=1.B1([C:27]2[CH2:32][CH2:31][N:30]([C:33]([O:35][C:36]([CH3:39])([CH3:38])[CH3:37])=[O:34])[CH2:29][CH:28]=2)OC(C)(C)C(C)(C)O1.O, predict the reaction product. The product is: [CH3:17][C@H:16]1[C:9]2[C:8]([C:27]3[CH2:32][CH2:31][N:30]([C:33]([O:35][C:36]([CH3:39])([CH3:38])[CH3:37])=[O:34])[CH2:29][CH:28]=3)=[N:13][CH:12]=[N:11][C:10]=2[CH2:14][CH2:15]1. (5) Given the reactants [NH:1]1[CH2:9][CH2:8][CH:4]([C:5]([OH:7])=O)[CH2:3][CH2:2]1.[NH2:10][C:11]1[CH:16]=[CH:15][CH:14]=[CH:13][C:12]=1O, predict the reaction product. The product is: [O:7]1[C:12]2[CH:13]=[CH:14][CH:15]=[CH:16][C:11]=2[N:10]=[C:5]1[CH:4]1[CH2:3][CH2:2][NH:1][CH2:9][CH2:8]1.